From a dataset of Forward reaction prediction with 1.9M reactions from USPTO patents (1976-2016). Predict the product of the given reaction. (1) The product is: [CH3:23][N:24]1[CH2:25][CH2:26][CH:27]([O:30][C:31]2[CH:39]=[CH:38][C:34]([C:35]([NH:6][C:5]3[CH:7]=[CH:8][C:2]([CH3:1])=[C:3]([NH:9][C:10]4[N:15]=[C:14]([C:16]5[CH:17]=[N:18][CH:19]=[CH:20][CH:21]=5)[CH:13]=[CH:12][N:11]=4)[CH:4]=3)=[O:36])=[CH:33][C:32]=2[C:40]([F:41])([F:42])[F:43])[CH2:28][CH2:29]1. Given the reactants [CH3:1][C:2]1[CH:8]=[CH:7][C:5]([NH2:6])=[CH:4][C:3]=1[NH:9][C:10]1[N:15]=[C:14]([C:16]2[CH:17]=[N:18][CH:19]=[CH:20][CH:21]=2)[CH:13]=[CH:12][N:11]=1.Cl.[CH3:23][N:24]1[CH2:29][CH2:28][CH:27]([O:30][C:31]2[CH:39]=[CH:38][C:34]([C:35](Cl)=[O:36])=[CH:33][C:32]=2[C:40]([F:43])([F:42])[F:41])[CH2:26][CH2:25]1, predict the reaction product. (2) The product is: [OH:11][CH2:2][C:3]1[O:4][C:5](=[O:9])[O:6][C:7]=1[CH3:8]. Given the reactants Cl[CH2:2][C:3]1[O:4][C:5](=[O:9])[O:6][C:7]=1[CH3:8].C(O)=[O:11].C(N(CC)CC)C.C(OCC)(=O)C, predict the reaction product. (3) Given the reactants [OH:1]/[N:2]=[C:3](/[NH2:7])\[CH:4]([CH3:6])[CH3:5].[Cl:8][CH2:9][CH2:10][C:11](O)=O.C1(N=C=NC2CCCCC2)CCCCC1, predict the reaction product. The product is: [Cl:8][CH2:9][CH2:10][C:11]1[O:1][N:2]=[C:3]([CH:4]([CH3:6])[CH3:5])[N:7]=1. (4) Given the reactants [Cl:1][C:2]1[C:3]([CH3:21])=[CH:4][C:5]([N+:18]([O-])=O)=[C:6]([NH:8][CH:9]2[CH:14]([OH:15])[CH:13]([OH:16])[CH:12]([OH:17])[CH2:11][O:10]2)[CH:7]=1.[BH4-].[Na+], predict the reaction product. The product is: [Cl:1][C:2]1[C:3]([CH3:21])=[CH:4][C:5]([NH2:18])=[C:6]([NH:8][CH2:9][CH:14]([OH:15])[CH:13]([OH:16])[CH:12]([OH:17])[CH2:11][OH:10])[CH:7]=1.